The task is: Predict the reactants needed to synthesize the given product.. This data is from Full USPTO retrosynthesis dataset with 1.9M reactions from patents (1976-2016). Given the product [CH:44]([O:6][C:5](=[O:7])[C@@:4]([CH2:9][OH:10])([CH3:8])[CH2:3][C@H:2]([NH:1][C:38]([C:36]1[NH:35][N:34]=[N:33][CH:37]=1)=[O:40])[CH2:11][C:12]1[CH:13]=[CH:14][C:15]([C:18]2[CH:23]=[CH:22][CH:21]=[CH:20][CH:19]=2)=[CH:16][CH:17]=1)([CH3:46])[CH3:45], predict the reactants needed to synthesize it. The reactants are: [NH2:1][C@H:2]([CH2:11][C:12]1[CH:17]=[CH:16][C:15]([C:18]2[CH:23]=[CH:22][CH:21]=[CH:20][CH:19]=2)=[CH:14][CH:13]=1)[CH2:3][C@:4]([CH2:9][OH:10])([CH3:8])[C:5]([OH:7])=[O:6].CC#N.O1CCOCC1.[NH:33]1[CH:37]=[C:36]([C:38]([OH:40])=O)[N:35]=[N:34]1.CCN(C(C)C)[CH:44]([CH3:46])[CH3:45].CN(C(ON1N=NC2C=CC=NC1=2)=[N+](C)C)C.F[P-](F)(F)(F)(F)F.